The task is: Predict the reactants needed to synthesize the given product.. This data is from Full USPTO retrosynthesis dataset with 1.9M reactions from patents (1976-2016). (1) Given the product [C:1]1([CH3:12])[CH:6]=[CH:5][CH:4]=[C:3]([C@@H:7]([CH3:11])[C:8]([O:10][CH3:18])=[O:9])[CH:2]=1, predict the reactants needed to synthesize it. The reactants are: [C:1]1([CH3:12])[CH:6]=[CH:5][CH:4]=[C:3]([C@@H:7]([CH3:11])[C:8]([OH:10])=[O:9])[CH:2]=1.S(=O)(=O)(O)O.[C:18](=O)([O-])[O-].[Na+].[Na+]. (2) The reactants are: [CH2:1]([O:3][C:4]([C:6]1[C:7]([OH:27])=[C:8]2[C:15]([Br:16])=[C:14]([Br:17])[N:13]([CH2:18][C:19]3[CH:24]=[CH:23][CH:22]=[CH:21][C:20]=3[O:25][CH3:26])[C:9]2=[C:10](Br)[N:11]=1)=[O:5])[CH3:2].[C:28]([Cu])#[N:29]. Given the product [CH2:1]([O:3][C:4]([C:6]1[C:7]([OH:27])=[C:8]2[C:15]([Br:16])=[C:14]([Br:17])[N:13]([CH2:18][C:19]3[CH:24]=[CH:23][CH:22]=[CH:21][C:20]=3[O:25][CH3:26])[C:9]2=[C:10]([C:28]#[N:29])[N:11]=1)=[O:5])[CH3:2], predict the reactants needed to synthesize it. (3) Given the product [C:29]([O:17][NH:16][C:14](=[O:15])[CH2:13][CH:12]([N:3]1[C:4](=[O:11])[C:5]2[C:10](=[CH:9][CH:8]=[CH:7][CH:6]=2)[C:2]1=[O:1])[C:18]1[CH:23]=[CH:22][C:21]([O:24][CH3:25])=[C:20]([O:26][CH2:27][CH3:28])[CH:19]=1)(=[O:34])[CH2:30][CH2:31][CH2:32][CH3:33], predict the reactants needed to synthesize it. The reactants are: [O:1]=[C:2]1[C:10]2[C:5](=[CH:6][CH:7]=[CH:8][CH:9]=2)[C:4](=[O:11])[N:3]1[CH:12]([C:18]1[CH:23]=[CH:22][C:21]([O:24][CH3:25])=[C:20]([O:26][CH2:27][CH3:28])[CH:19]=1)[CH2:13][C:14]([NH:16][OH:17])=[O:15].[C:29](O[C:29](=[O:34])[CH2:30][CH2:31][CH2:32][CH3:33])(=[O:34])[CH2:30][CH2:31][CH2:32][CH3:33].